Dataset: Full USPTO retrosynthesis dataset with 1.9M reactions from patents (1976-2016). Task: Predict the reactants needed to synthesize the given product. (1) The reactants are: [S:1]1[C:5]2[CH:6]=[CH:7][CH:8]=[CH:9][C:4]=2[N:3]=[C:2]1[N:10]1[CH2:13][CH:12]([O:14][C:15]2[CH:20]=[CH:19][C:18]([CH:21]3[CH2:26][CH2:25][N:24](C(OCC4C=CC=CC=4)=O)[CH2:23][CH:22]3[O:37][CH2:38][C:39]3[CH:40]=[CH:41][C:42]4[O:47][CH2:46][CH2:45][N:44]([CH2:48][CH2:49][CH2:50][O:51][CH3:52])[C:43]=4[CH:53]=3)=[CH:17][CH:16]=2)[CH2:11]1.CO.[OH-].[K+]. Given the product [S:1]1[C:5]2[CH:6]=[CH:7][CH:8]=[CH:9][C:4]=2[N:3]=[C:2]1[N:10]1[CH2:11][CH:12]([O:14][C:15]2[CH:20]=[CH:19][C:18]([CH:21]3[CH2:26][CH2:25][NH:24][CH2:23][CH:22]3[O:37][CH2:38][C:39]3[CH:40]=[CH:41][C:42]4[O:47][CH2:46][CH2:45][N:44]([CH2:48][CH2:49][CH2:50][O:51][CH3:52])[C:43]=4[CH:53]=3)=[CH:17][CH:16]=2)[CH2:13]1, predict the reactants needed to synthesize it. (2) The reactants are: [Cl:1][C:2]1[C:10]2[C:5](=[CH:6][C:7]([C:11]([NH:13][CH:14]([C:24]3[CH:29]=[CH:28][CH:27]=[CH:26][C:25]=3[Cl:30])[CH2:15][O:16][CH2:17][CH:18]3[CH2:23][CH2:22][NH:21][CH2:20][CH2:19]3)=[O:12])=[CH:8][CH:9]=2)[NH:4][CH:3]=1.[CH3:31][C:32]([CH3:34])=O. Given the product [Cl:1][C:2]1[C:10]2[C:5](=[CH:6][C:7]([C:11]([NH:13][CH:14]([C:24]3[CH:29]=[CH:28][CH:27]=[CH:26][C:25]=3[Cl:30])[CH2:15][O:16][CH2:17][CH:18]3[CH2:23][CH2:22][N:21]([CH:32]([CH3:34])[CH3:31])[CH2:20][CH2:19]3)=[O:12])=[CH:8][CH:9]=2)[NH:4][CH:3]=1, predict the reactants needed to synthesize it. (3) The reactants are: [H-].[Na+].[CH3:3][O:4][C:5]1[CH:10]=[CH:9][C:8]([N+:11]([O-:13])=[O:12])=[CH:7][C:6]=1[NH:14][C:15](=[O:21])[O:16][C:17]([CH3:20])([CH3:19])[CH3:18].[CH3:22]I. Given the product [CH3:3][O:4][C:5]1[CH:10]=[CH:9][C:8]([N+:11]([O-:13])=[O:12])=[CH:7][C:6]=1[N:14]([CH3:22])[C:15](=[O:21])[O:16][C:17]([CH3:18])([CH3:20])[CH3:19], predict the reactants needed to synthesize it. (4) Given the product [CH2:18]([O:17][CH2:16][C@H:15]([N:25]([OH:36])[CH:26]=[O:28])[CH2:14][S:11]([CH2:10][C:7]1[CH:8]=[CH:9][C:2]2[S:1][CH:5]=[CH:4][C:3]=2[CH:6]=1)(=[O:13])=[O:12])[C:19]1[CH:24]=[CH:23][CH:22]=[CH:21][CH:20]=1, predict the reactants needed to synthesize it. The reactants are: [S:1]1[CH:5]=[CH:4][C:3]2[CH:6]=[C:7]([CH2:10][S:11]([CH2:14][C@@H:15]([NH:25][C:26]([O:28]C(C)(C)C)=O)[CH2:16][O:17][CH2:18][C:19]3[CH:24]=[CH:23][CH:22]=[CH:21][CH:20]=3)(=[O:13])=[O:12])[CH:8]=[CH:9][C:2]1=2.Cl.C([O:36]CC)C. (5) Given the product [CH3:26][C:25]1[C:20]([NH:19][C:6](=[O:12])[O:7][C:8]([CH3:9])([CH3:10])[CH3:11])=[N:21][CH:22]=[CH:23][CH:24]=1, predict the reactants needed to synthesize it. The reactants are: C(O[C:6](=[O:12])[O:7][C:8]([CH3:11])([CH3:10])[CH3:9])(C)(C)C.CCCCCC.[NH2:19][C:20]1[C:25]([CH3:26])=[CH:24][CH:23]=[CH:22][N:21]=1. (6) Given the product [BrH:10].[N+:18]([C:15]1[CH:16]=[CH:17][C:12]([CH2:11][N:4]2[CH2:5][CH2:6][N:1]([CH2:7][CH2:8][OH:9])[CH2:2][CH2:3]2)=[CH:13][CH:14]=1)([O-:20])=[O:19], predict the reactants needed to synthesize it. The reactants are: [N:1]1([CH2:7][CH2:8][OH:9])[CH2:6][CH2:5][NH:4][CH2:3][CH2:2]1.[Br:10][CH2:11][C:12]1[CH:17]=[CH:16][C:15]([N+:18]([O-:20])=[O:19])=[CH:14][CH:13]=1.